This data is from Forward reaction prediction with 1.9M reactions from USPTO patents (1976-2016). The task is: Predict the product of the given reaction. (1) The product is: [OH:8][CH:1]([C:2]1[CH:3]=[CH:4][CH:5]=[CH:6][CH:7]=1)[C:9]1[CH:10]=[N:11][C:12]([N:15]2[CH2:20][CH2:19][N:18]([C:21]3[N:26]=[CH:25][N:24]=[C:23]([NH:27][C:28]4[CH:29]=[N:30][N:31]([CH2:33][C@H:34]5[O:39][CH2:38][CH2:37][N:36]([C:40]([O:42][C:43]([CH3:46])([CH3:45])[CH3:44])=[O:41])[CH2:35]5)[CH:32]=4)[N:22]=3)[CH2:17][CH2:16]2)=[N:13][CH:14]=1. Given the reactants [C:1]([C:9]1[CH:10]=[N:11][C:12]([N:15]2[CH2:20][CH2:19][N:18]([C:21]3[N:26]=[CH:25][N:24]=[C:23]([NH:27][C:28]4[CH:29]=[N:30][N:31]([CH2:33][C@H:34]5[O:39][CH2:38][CH2:37][N:36]([C:40]([O:42][C:43]([CH3:46])([CH3:45])[CH3:44])=[O:41])[CH2:35]5)[CH:32]=4)[N:22]=3)[CH2:17][CH2:16]2)=[N:13][CH:14]=1)(=[O:8])[C:2]1[CH:7]=[CH:6][CH:5]=[CH:4][CH:3]=1.[BH4-].[Na+], predict the reaction product. (2) Given the reactants [C:1]([O:4][C:5]1[C:6]([CH3:14])=[C:7]([CH:11]=[CH:12][CH:13]=1)[C:8](O)=[O:9])(=[O:3])[CH3:2].S(Cl)([Cl:17])=O.Cl, predict the reaction product. The product is: [C:1]([O:4][C:5]1[C:6]([CH3:14])=[C:7]([CH:11]=[CH:12][CH:13]=1)[C:8]([Cl:17])=[O:9])(=[O:3])[CH3:2].